From a dataset of Forward reaction prediction with 1.9M reactions from USPTO patents (1976-2016). Predict the product of the given reaction. (1) The product is: [C:12]([O:11][C:9]([N:16]1[CH2:21][CH2:20][N:19]([C:5]2[CH:4]=[N:3][C:2]([Cl:1])=[CH:7][CH:6]=2)[CH2:18][CH2:17]1)=[O:10])([CH3:15])([CH3:13])[CH3:14]. Given the reactants [Cl:1][C:2]1[CH:7]=[CH:6][C:5](Br)=[CH:4][N:3]=1.[C:9]([N:16]1[CH2:21][CH2:20][NH:19][CH2:18][CH2:17]1)([O:11][C:12]([CH3:15])([CH3:14])[CH3:13])=[O:10].CC(C)([O-])C.[Na+].CC1(C)C2C=CC=C(P(C3C=CC=CC=3)C3C=CC=CC=3)C=2OC2C1=CC=CC=2P(C1C=CC=CC=1)C1C=CC=CC=1, predict the reaction product. (2) Given the reactants [F:1][C:2]1[C:15]([F:16])=[C:14]([F:17])[C:13]([F:18])=[CH:12][C:3]=1[C:4]([CH2:6][C:7]([O:9][CH2:10][CH3:11])=[O:8])=[O:5].[CH3:19]C(OC(C)=O)=O.C(OCC)(OCC)OCC.[NH2:36][C:37]([CH3:42])([CH3:41])[CH2:38][CH2:39][OH:40], predict the reaction product. The product is: [F:1][C:2]1[C:15]([F:16])=[C:14]([F:17])[C:13]([F:18])=[CH:12][C:3]=1[C:4]([C:6](=[CH:19][NH:36][C:37]([CH3:42])([CH3:41])[CH2:38][CH2:39][OH:40])[C:7]([O:9][CH2:10][CH3:11])=[O:8])=[O:5]. (3) Given the reactants [N:1]1[C:10]2[C:5](=[CH:6][CH:7]=[CH:8][CH:9]=2)[C:4](=O)[NH:3][CH:2]=1.P(Cl)(Cl)(Cl)(Cl)[Cl:13], predict the reaction product. The product is: [Cl:13][C:4]1[C:5]2[C:10](=[CH:9][CH:8]=[CH:7][CH:6]=2)[N:1]=[CH:2][N:3]=1. (4) The product is: [ClH:36].[CH3:1][O:2][C:3]1[CH:4]=[C:5]([NH:9][CH:10]([C:30]2[CH:35]=[CH:34][CH:33]=[CH:32][CH:31]=2)[C:11]([C:13]2[C:17]3[CH2:18][NH:19][CH2:20][CH2:21][C:16]=3[N:15]([CH3:29])[N:14]=2)=[O:12])[CH:6]=[CH:7][CH:8]=1. Given the reactants [CH3:1][O:2][C:3]1[CH:4]=[C:5]([NH:9][CH:10]([C:30]2[CH:35]=[CH:34][CH:33]=[CH:32][CH:31]=2)[C:11]([C:13]2[C:17]3[CH2:18][N:19](C(OC(C)(C)C)=O)[CH2:20][CH2:21][C:16]=3[N:15]([CH3:29])[N:14]=2)=[O:12])[CH:6]=[CH:7][CH:8]=1.[ClH:36], predict the reaction product.